Task: Predict the reaction yield, written as a fraction of the theoretical maximum amount of product (1.0 means a 100% yield; for example, 0.34 means a 34% yield).. Dataset: Reaction yield outcomes from USPTO patents with 853,638 reactions (1) The yield is 0.290. The product is [F:1][C:2]1[C:32]([F:33])=[CH:31][C:5]2[N:6]([CH2:37][CH2:38][OH:39])[C:7]([CH2:9][CH:10]3[CH2:15][CH2:14][CH2:13][CH2:12][N:11]3[C:16]([C:18]3[N:19]=[C:20]([CH3:30])[S:21][C:22]=3[C:23]3[CH:28]=[CH:27][C:26]([F:29])=[CH:25][CH:24]=3)=[O:17])=[N:8][C:4]=2[CH:3]=1. The catalyst is CN(C=O)C. The reactants are [F:1][C:2]1[C:32]([F:33])=[CH:31][C:5]2[NH:6][C:7]([CH2:9][CH:10]3[CH2:15][CH2:14][CH2:13][CH2:12][N:11]3[C:16]([C:18]3[N:19]=[C:20]([CH3:30])[S:21][C:22]=3[C:23]3[CH:28]=[CH:27][C:26]([F:29])=[CH:25][CH:24]=3)=[O:17])=[N:8][C:4]=2[CH:3]=1.[H-].[Na+].Br[CH2:37][CH2:38][OH:39].C(=O)([O-])[O-].[K+].[K+].C(N(CC)C(C)C)(C)C. (2) The reactants are C1COCC1.[NH:6]1[C:10]2[CH:11]=[CH:12][CH:13]=[CH:14][C:9]=2[NH:8][C:7]1=[C:15]([C:26]([C:28]1[CH:33]=[CH:32][CH:31]=[C:30]([F:34])[CH:29]=1)=[O:27])[C:16]([C:18]1[CH:19]=[C:20]([CH:23]=[CH:24][CH:25]=1)[CH:21]=[O:22])=[O:17].[Cl-].[NH4+].[CH3:37][C:38]([CH3:40])=[O:39]. No catalyst specified. The product is [NH:6]1[C:10]2[CH:11]=[CH:12][CH:13]=[CH:14][C:9]=2[NH:8][C:7]1=[C:15]([C:16]([C:18]1[CH:25]=[CH:24][CH:23]=[C:20]([CH:21]([OH:22])[CH2:37][C:38](=[O:39])[CH3:40])[CH:19]=1)=[O:17])[C:26]([C:28]1[CH:33]=[CH:32][CH:31]=[C:30]([F:34])[CH:29]=1)=[O:27]. The yield is 0.530. (3) The reactants are CC(NC(=O)C1C=CC=C(C(F)(F)F)C=1[Cl:17])C#C.N1N2C=CC=NC2=NN=1.[Cl:28][C:29]1[CH:37]=[C:36](F)[CH:35]=[CH:34][C:30]=1[C:31]([Cl:33])=[O:32].C(Br)C=C.C([O-])([O-])=O.[Cs+].[Cs+]. The catalyst is C1COCC1.[Cu]I.CCOC(C)=O. The product is [Cl:28][C:29]1[CH:37]=[C:36]([Cl:17])[CH:35]=[CH:34][C:30]=1[C:31]([Cl:33])=[O:32]. The yield is 0.670.